This data is from Catalyst prediction with 721,799 reactions and 888 catalyst types from USPTO. The task is: Predict which catalyst facilitates the given reaction. Reactant: C[O:2][C:3]([C:5]1[S:6][C:7]([C:31]2[CH:36]=[CH:35][CH:34]=[CH:33][CH:32]=2)=[CH:8][C:9]=1[N:10]([S:19]([C:22]1[CH:27]=[C:26]([CH3:28])[C:25]([Cl:29])=[CH:24][C:23]=1[CH3:30])(=[O:21])=[O:20])[CH2:11][C:12]1[CH:17]=[CH:16][CH:15]=[C:14]([I:18])[CH:13]=1)=[O:4].O[Li].O. Product: [Cl:29][C:25]1[C:26]([CH3:28])=[CH:27][C:22]([S:19]([N:10]([CH2:11][C:12]2[CH:17]=[CH:16][CH:15]=[C:14]([I:18])[CH:13]=2)[C:9]2[CH:8]=[C:7]([C:31]3[CH:32]=[CH:33][CH:34]=[CH:35][CH:36]=3)[S:6][C:5]=2[C:3]([OH:4])=[O:2])(=[O:20])=[O:21])=[C:23]([CH3:30])[CH:24]=1. The catalyst class is: 87.